This data is from Reaction yield outcomes from USPTO patents with 853,638 reactions. The task is: Predict the reaction yield, written as a fraction of the theoretical maximum amount of product (1.0 means a 100% yield; for example, 0.34 means a 34% yield). The catalyst is CN(C=O)C. The reactants are [CH3:1][O:2][C:3]1[CH:35]=[C:34]([O:36][CH3:37])[CH:33]=[CH:32][C:4]=1[CH2:5][N:6]1[CH2:14][C:13]2[C:12]([F:15])=[C:11]([NH:16][C@H:17]([CH2:21][CH:22]([CH3:24])[CH3:23])[C:18](O)=[O:19])[N:10]=[C:9]([C:25]3[CH:26]=[N:27][N:28]([CH3:30])[CH:29]=3)[C:8]=2[C:7]1=[O:31].Cl.CN.C[CH2:42][N:43](C(C)C)C(C)C.CN(C(ON1N=NC2C=CC=NC1=2)=[N+](C)C)C.F[P-](F)(F)(F)(F)F.CN.CCN=C=NCCCN(C)C.Cl.C1C=C2N=NN(O)C2=CC=1.O. The yield is 0.950. The product is [CH3:1][O:2][C:3]1[CH:35]=[C:34]([O:36][CH3:37])[CH:33]=[CH:32][C:4]=1[CH2:5][N:6]1[CH2:14][C:13]2[C:12]([F:15])=[C:11]([NH:16][C@H:17]([CH2:21][CH:22]([CH3:23])[CH3:24])[C:18]([NH:43][CH3:42])=[O:19])[N:10]=[C:9]([C:25]3[CH:26]=[N:27][N:28]([CH3:30])[CH:29]=3)[C:8]=2[C:7]1=[O:31].